Dataset: Reaction yield outcomes from USPTO patents with 853,638 reactions. Task: Predict the reaction yield, written as a fraction of the theoretical maximum amount of product (1.0 means a 100% yield; for example, 0.34 means a 34% yield). The reactants are C1C(=O)N([Br:8])C(=O)C1.[CH3:9][O:10][C:11](=[O:19])[C:12]1[CH:17]=[CH:16][CH:15]=[N:14][C:13]=1[OH:18]. The catalyst is C(Cl)Cl. The product is [CH3:9][O:10][C:11](=[O:19])[C:12]1[CH:17]=[C:16]([Br:8])[CH:15]=[N:14][C:13]=1[OH:18]. The yield is 0.980.